Dataset: Forward reaction prediction with 1.9M reactions from USPTO patents (1976-2016). Task: Predict the product of the given reaction. Given the reactants Br[C:2]1[C:3]([O:13][CH3:14])=[N:4][CH:5]=[C:6]2[C:11]=1[NH:10][CH:9]=[CH:8][C:7]2=[O:12].C([O-])=O.[NH4+], predict the reaction product. The product is: [CH3:14][O:13][C:3]1[CH:2]=[C:11]2[C:6]([C:7](=[O:12])[CH:8]=[CH:9][NH:10]2)=[CH:5][N:4]=1.